This data is from Ames mutagenicity test results for genotoxicity prediction. The task is: Regression/Classification. Given a drug SMILES string, predict its toxicity properties. Task type varies by dataset: regression for continuous values (e.g., LD50, hERG inhibition percentage) or binary classification for toxic/non-toxic outcomes (e.g., AMES mutagenicity, cardiotoxicity, hepatotoxicity). Dataset: ames. (1) The compound is N#C/C=C\C#N. The result is 0 (non-mutagenic). (2) The molecule is CC(C)COP(=S)(OCC(C)C)SCCl. The result is 0 (non-mutagenic). (3) The molecule is CCCCCN(N=O)C(=N)N[N+](=O)[O-]. The result is 1 (mutagenic). (4) The molecule is BrCc1ccc2cccc3c2c1-c1ccccc1-3. The result is 1 (mutagenic). (5) The molecule is CN(C)CCN(Cc1cccs1)c1ccccn1. The result is 0 (non-mutagenic). (6) The compound is CCN(CC)C(=S)S. The result is 0 (non-mutagenic).